Dataset: Full USPTO retrosynthesis dataset with 1.9M reactions from patents (1976-2016). Task: Predict the reactants needed to synthesize the given product. Given the product [CH3:22][O:24][CH2:25][O:1][C@@H:2]([CH2:9][CH2:10][CH2:11][CH2:12][CH2:13][CH2:14][CH2:15][CH2:16][CH2:17][CH2:18][CH3:19])[CH2:3][C:4]([O:6][CH2:7][CH3:8])=[O:5], predict the reactants needed to synthesize it. The reactants are: [OH:1][C@@H:2]([CH2:9][CH2:10][CH2:11][CH2:12][CH2:13][CH2:14][CH2:15][CH2:16][CH2:17][CH2:18][CH3:19])[CH2:3][C:4]([O:6][CH2:7][CH3:8])=[O:5].ClC[C:22]([O:24][CH2:25]OC)=C.C(N(CC)CC)C.